From a dataset of Forward reaction prediction with 1.9M reactions from USPTO patents (1976-2016). Predict the product of the given reaction. (1) The product is: [CH3:10][N:11]([CH3:26])[C:12]1[C:19]([CH:20]([CH3:21])[CH3:22])=[CH:18][C:15]([CH:16]([OH:17])[C:1]#[CH:2])=[CH:14][C:13]=1[CH:23]([CH3:25])[CH3:24]. Given the reactants [C:1]([Mg]Br)#[CH:2].C1COCC1.[CH3:10][N:11]([CH3:26])[C:12]1[C:19]([CH:20]([CH3:22])[CH3:21])=[CH:18][C:15]([CH:16]=[O:17])=[CH:14][C:13]=1[CH:23]([CH3:25])[CH3:24], predict the reaction product. (2) Given the reactants [CH:1]([C:3]1[CH:12]=[C:11]2[C:6]([CH:7]=[C:8]([OH:16])[C:9]([C:13]([OH:15])=[O:14])=[CH:10]2)=[CH:5][CH:4]=1)=O.[C:17](O)(=O)[CH3:18].[NH2:21][C:22]1[CH:27]=[CH:26][CH:25]=[CH:24][CH:23]=1.[C:28]([BH3-])#N.[Na+].Cl, predict the reaction product. The product is: [OH:16][C:8]1[C:9]([C:13]([OH:15])=[O:14])=[CH:10][C:11]2[C:6]([CH:7]=1)=[CH:5][CH:4]=[C:3]([CH2:1][NH:21][C:22]1[CH:27]=[CH:26][C:25]([CH:17]([CH3:18])[CH3:28])=[CH:24][CH:23]=1)[CH:12]=2. (3) Given the reactants [Cl:1][C:2]1[CH:7]=[CH:6][C:5]([CH2:8]Cl)=[CH:4][C:3]=1[Cl:10].[CH3:11][CH:12]1[CH2:17][NH:16][CH:15]([CH3:18])[CH2:14][NH:13]1.CCOC(C)=O.C(=O)([O-])[O-].[Na+].[Na+], predict the reaction product. The product is: [Cl:10][C:3]1[CH:4]=[C:5]([CH:6]=[CH:7][C:2]=1[Cl:1])[CH2:8][N:13]1[CH2:14][CH:15]([CH3:18])[NH:16][CH2:17][CH:12]1[CH3:11]. (4) Given the reactants [Br-:1].[CH:2]1([C:8]([OH:34])([C:28]2[CH:33]=[CH:32][CH:31]=[CH:30][CH:29]=2)[C:9]([O:11][CH2:12]C2CCC[N+]2(C(C2C=CON=2)C(=O)N)C)=[O:10])[CH2:7][CH2:6][CH2:5][CH2:4][CH2:3]1.[Br-].OC[C@H]1CCC[N+]1(CC(=O)NC1C=CON=1)C.[Br-].OC1[CH2:60][CH2:59][N+:58]([CH3:71])([CH2:61][C:62](=[O:70])[NH:63][C:64]2[CH:69]=[N:68][CH:67]=[CH:66][N:65]=2)[CH2:57][CH2:56]1, predict the reaction product. The product is: [Br-:1].[CH:2]1([C:8]([OH:34])([C:28]2[CH:29]=[CH:30][CH:31]=[CH:32][CH:33]=2)[C:9]([O:11][CH:12]2[CH2:56][CH2:57][N+:58]([CH3:71])([CH2:61][C:62](=[O:70])[NH:63][C:64]3[CH:69]=[N:68][CH:67]=[CH:66][N:65]=3)[CH2:59][CH2:60]2)=[O:10])[CH2:7][CH2:6][CH2:5][CH2:4][CH2:3]1. (5) Given the reactants [CH3:1][O:2][CH:3]([O:36][CH3:37])[C:4]1[CH:5]=[CH:6][C:7]([N+:33]([O-])=O)=[C:8]([NH:10][C:11]2[S:15][C:14]([C:16]([O:18][CH3:19])=[O:17])=[C:13]([O:20][C@@H:21]([C:23]3[CH:28]=[CH:27][CH:26]=[CH:25][C:24]=3[C:29]([F:32])([F:31])[F:30])[CH3:22])[CH:12]=2)[CH:9]=1.[C:38]1(C)C=CC(S([O-])(=O)=O)=CC=1.[NH+]1C=CC=CC=1.[H][H], predict the reaction product. The product is: [CH3:1][O:2][CH:3]([O:36][CH3:37])[C:4]1[CH:5]=[CH:6][C:7]2[N:33]=[CH:38][N:10]([C:11]3[S:15][C:14]([C:16]([O:18][CH3:19])=[O:17])=[C:13]([O:20][C@@H:21]([C:23]4[CH:28]=[CH:27][CH:26]=[CH:25][C:24]=4[C:29]([F:32])([F:31])[F:30])[CH3:22])[CH:12]=3)[C:8]=2[CH:9]=1. (6) Given the reactants I[C:2]1[CH:7]=[CH:6][C:5]([O:8][C:9]([F:12])([F:11])[F:10])=[CH:4][C:3]=1[CH3:13].Br[C:15]([F:22])([F:21])[C:16]([O:18][CH2:19][CH3:20])=[O:17].[Cl-].[NH4+], predict the reaction product. The product is: [F:21][C:15]([F:22])([C:2]1[CH:7]=[CH:6][C:5]([O:8][C:9]([F:12])([F:11])[F:10])=[CH:4][C:3]=1[CH3:13])[C:16]([O:18][CH2:19][CH3:20])=[O:17].